Dataset: CYP1A2 inhibition data for predicting drug metabolism from PubChem BioAssay. Task: Regression/Classification. Given a drug SMILES string, predict its absorption, distribution, metabolism, or excretion properties. Task type varies by dataset: regression for continuous measurements (e.g., permeability, clearance, half-life) or binary classification for categorical outcomes (e.g., BBB penetration, CYP inhibition). Dataset: cyp1a2_veith. (1) The drug is O=C(NCCc1ccccc1)C(=O)NN=C1CCCC1. The result is 1 (inhibitor). (2) The compound is Cc1cccc(C(=O)NCN2CCN(c3ccccc3C#N)CC2)c1. The result is 1 (inhibitor). (3) The compound is CN(N=O)C(=O)N[C@H]1C(O)OC(CO)[C@@H](O)[C@H]1O. The result is 0 (non-inhibitor). (4) The drug is CS(=O)(=O)N1CCC[C@@]2(CCN(Cc3ccc(C#N)cc3)C2)C1. The result is 0 (non-inhibitor).